Dataset: Full USPTO retrosynthesis dataset with 1.9M reactions from patents (1976-2016). Task: Predict the reactants needed to synthesize the given product. (1) Given the product [Br:35][C:36]1[CH:37]=[C:38]2[C:43](=[CH:44][CH:45]=1)[N:42]=[C:41]([C:17]1[CH:16]=[CH:15][C:13]3[NH:14][C:10]([C@@H:6]4[CH2:7][CH2:8][CH2:9][N:5]4[C:4](=[O:28])[C@@H:3]([NH:29][C:30](=[O:33])[O:31][CH3:32])[CH:2]([CH3:34])[CH3:1])=[N:11][C:12]=3[CH:18]=1)[CH:40]=[N:39]2, predict the reactants needed to synthesize it. The reactants are: [CH3:1][CH:2]([CH3:34])[C@H:3]([NH:29][C:30](=[O:33])[O:31][CH3:32])[C:4](=[O:28])[N:5]1[CH2:9][CH2:8][CH2:7][C@H:6]1[C:10]1[NH:14][C:13]2[CH:15]=[CH:16][C:17](B3OC(C)(C)C(C)(C)O3)=[CH:18][C:12]=2[N:11]=1.[Br:35][C:36]1[CH:37]=[C:38]2[C:43](=[CH:44][CH:45]=1)[N:42]=[C:41](Cl)[CH:40]=[N:39]2.C(=O)([O-])[O-].[Cs+].[Cs+].O1CCOCC1. (2) Given the product [Cl:1][C:2]1[CH:3]=[C:4]([CH:22]=[CH:23][CH:24]=1)[C:5]([NH:7][CH2:8][C:9]1[CH:14]=[CH:13][C:12]([C:15]#[N:16])=[CH:11][C:10]=1[NH:17][CH2:18][C:19](=[O:21])[NH:25][C:26]1[CH:31]=[CH:30][CH:29]=[CH:28][N:27]=1)=[O:6], predict the reactants needed to synthesize it. The reactants are: [Cl:1][C:2]1[CH:3]=[C:4]([CH:22]=[CH:23][CH:24]=1)[C:5]([NH:7][CH2:8][C:9]1[CH:14]=[CH:13][C:12]([C:15]#[N:16])=[CH:11][C:10]=1[NH:17][CH2:18][C:19]([OH:21])=O)=[O:6].[NH2:25][C:26]1[CH:31]=[CH:30][CH:29]=[CH:28][N:27]=1. (3) Given the product [Cl:1][C:2]1[CH:7]=[CH:6][C:5]([C:8]2[NH:39][C:33]3[C:38]([C:9]=2[CH2:10][CH2:11][CH2:12][N:13]2[CH2:18][CH2:17][CH:16]([C:19]4[CH:20]=[C:21]([NH:25][C:26](=[O:30])[CH:27]([CH3:29])[CH3:28])[CH:22]=[CH:23][CH:24]=4)[CH2:15][CH2:14]2)=[CH:37][CH:36]=[CH:35][CH:34]=3)=[CH:4][CH:3]=1, predict the reactants needed to synthesize it. The reactants are: [Cl:1][C:2]1[CH:7]=[CH:6][C:5]([C:8](=O)[CH2:9][CH2:10][CH2:11][CH2:12][N:13]2[CH2:18][CH2:17][CH:16]([C:19]3[CH:20]=[C:21]([NH:25][C:26](=[O:30])[CH:27]([CH3:29])[CH3:28])[CH:22]=[CH:23][CH:24]=3)[CH2:15][CH2:14]2)=[CH:4][CH:3]=1.Cl.[C:33]1([NH:39]N)[CH:38]=[CH:37][CH:36]=[CH:35][CH:34]=1. (4) Given the product [Cl:1][C:2]1[C:3]([NH:25][C:26]2[CH:31]=[CH:30][CH:29]=[CH:28][C:27]=2[S:32](=[O:34])(=[O:33])[N:35]([CH3:36])[CH3:37])=[N:4][C:5]([NH:8][C:9]2[C:22]([O:23][CH3:24])=[CH:21][C:12]3[CH2:13][CH2:14][N:15]([CH2:18][CH2:19][O:20][C:50](=[O:51])[C@@H:46]([NH2:45])[CH:47]([CH3:49])[CH3:48])[CH2:16][CH2:17][C:11]=3[CH:10]=2)=[N:6][CH:7]=1, predict the reactants needed to synthesize it. The reactants are: [Cl:1][C:2]1[C:3]([NH:25][C:26]2[CH:31]=[CH:30][CH:29]=[CH:28][C:27]=2[S:32]([N:35]([CH3:37])[CH3:36])(=[O:34])=[O:33])=[N:4][C:5]([NH:8][C:9]2[C:22]([O:23][CH3:24])=[CH:21][C:12]3[CH2:13][CH2:14][N:15]([CH2:18][CH2:19][OH:20])[CH2:16][CH2:17][C:11]=3[CH:10]=2)=[N:6][CH:7]=1.C(OC([NH:45][C@H:46]([C:50](O)=[O:51])[CH:47]([CH3:49])[CH3:48])=O)(C)(C)C. (5) The reactants are: [Cl-].[Al+3].[Cl-].[Cl-].[CH2:5]([N:7]1[C:26]2[C:14](=[CH:15][C:16]3[C:17]([CH2:28][CH3:29])([CH3:27])[C:18]4[CH:19]=[CH:20][CH:21]=[CH:22][C:23]=4[C:24]=3[CH:25]=2)[C:13]2[C:8]1=[CH:9][CH:10]=[CH:11][CH:12]=2)[CH3:6].[C:30](Cl)(=[O:32])[CH3:31]. Given the product [C:30]([C:21]1[CH:20]=[CH:19][C:18]2[C:17]([CH2:28][CH3:29])([CH3:27])[C:16]3[CH:15]=[C:14]4[C:13]5[C:8]([N:7]([CH2:5][CH3:6])[C:26]4=[CH:25][C:24]=3[C:23]=2[CH:22]=1)=[CH:9][CH:10]=[CH:11][CH:12]=5)(=[O:32])[CH3:31], predict the reactants needed to synthesize it. (6) Given the product [CH3:19][C:17]1([CH3:18])[CH2:16][C:15]2[C:10](=[CH:11][CH:12]=[C:13]([C:20]([O:22][CH3:34])=[O:21])[CH:14]=2)[NH:9][CH:8]1[C:4]1[CH:5]=[CH:6][CH:7]=[C:2]([NH:1][C:31](=[O:33])[CH2:30][CH2:29][C:23]2[CH:28]=[CH:27][CH:26]=[CH:25][CH:24]=2)[CH:3]=1, predict the reactants needed to synthesize it. The reactants are: [NH2:1][C:2]1[CH:3]=[C:4]([CH:8]2[C:17]([CH3:19])([CH3:18])[CH2:16][C:15]3[C:10](=[CH:11][CH:12]=[C:13]([C:20]([O-:22])=[O:21])[CH:14]=3)[NH:9]2)[CH:5]=[CH:6][CH:7]=1.[C:23]1([CH2:29][CH2:30][C:31]([OH:33])=O)[CH:28]=[CH:27][CH:26]=[CH:25][CH:24]=1.[CH:34](N(CC)C(C)C)(C)C.P(Cl)(Cl)(Cl)=O.